Task: Predict the reaction yield, written as a fraction of the theoretical maximum amount of product (1.0 means a 100% yield; for example, 0.34 means a 34% yield).. Dataset: Reaction yield outcomes from USPTO patents with 853,638 reactions (1) The reactants are [OH:1][C:2]1[CH:7]=[CH:6][CH:5]=[CH:4][C:3]=1[CH:8]([OH:20])[CH2:9][CH2:10][CH2:11][CH2:12][CH2:13][CH2:14][CH2:15]CCCO.CN(C)C=O.[Cr](O[Cr]([O-])(=O)=O)([O-])(=O)=O.[NH+]1C=CC=CC=1.[NH+]1C=CC=CC=1.[C:47]([O:50]CC)(=[O:49])[CH3:48]. No catalyst specified. The product is [OH:1][C:2]1[CH:7]=[CH:6][CH:5]=[CH:4][C:3]=1[C:8](=[O:20])[CH2:9][CH2:10][CH2:11][CH2:12][CH2:13][CH2:14][CH2:15][CH2:48][C:47]([OH:50])=[O:49]. The yield is 0.100. (2) The yield is 0.910. The reactants are [CH2:1]([O:8][C:9]1[CH:15]=[C:14]([O:16][C:17]2[CH:22]=[CH:21][C:20]([S:23]([CH3:26])(=[O:25])=[O:24])=[CH:19][CH:18]=2)[CH:13]=[CH:12][C:10]=1[NH2:11])[C:2]1[CH:7]=[CH:6][CH:5]=[CH:4][CH:3]=1.Cl.[N:28]([O-])=O.[Na+].[CH3:32][CH:33](C(=O)C)[C:34]([O:36][CH2:37][CH3:38])=[O:35].[OH-].[K+]. The product is [CH2:1]([O:8][C:9]1[CH:15]=[C:14]([O:16][C:17]2[CH:22]=[CH:21][C:20]([S:23]([CH3:26])(=[O:25])=[O:24])=[CH:19][CH:18]=2)[CH:13]=[CH:12][C:10]=1[NH:11]/[N:28]=[C:33](\[CH3:32])/[C:34]([O:36][CH2:37][CH3:38])=[O:35])[C:2]1[CH:3]=[CH:4][CH:5]=[CH:6][CH:7]=1. The catalyst is O.C(O)C.C(#N)C.